From a dataset of Full USPTO retrosynthesis dataset with 1.9M reactions from patents (1976-2016). Predict the reactants needed to synthesize the given product. (1) Given the product [C:1]([NH:4][C:5]1[CH:6]=[C:7]2[C:11](=[CH:12][CH:13]=1)[N:10]([C:24]([O:23][C:20]([CH3:22])([CH3:21])[CH3:19])=[O:25])[C:9]([C:14]([O:16][CH2:17][CH3:18])=[O:15])=[CH:8]2)(=[O:3])[CH3:2], predict the reactants needed to synthesize it. The reactants are: [C:1]([NH:4][C:5]1[CH:6]=[C:7]2[C:11](=[CH:12][CH:13]=1)[NH:10][C:9]([C:14]([O:16][CH2:17][CH3:18])=[O:15])=[CH:8]2)(=[O:3])[CH3:2].[CH3:19][C:20]([O:23][C:24](O[C:24]([O:23][C:20]([CH3:22])([CH3:21])[CH3:19])=[O:25])=[O:25])([CH3:22])[CH3:21]. (2) Given the product [C:1]([C:3]1([CH:7]2[CH2:11][CH2:10][N:9]([C:12]([O:14][C:15]([CH3:18])([CH3:17])[CH3:16])=[O:13])[CH2:8]2)[CH2:4][CH2:5][CH2:6]1)#[N:2], predict the reactants needed to synthesize it. The reactants are: [C:1]([C:3]1([C:7]2[CH2:8][N:9]([C:12]([O:14][C:15]([CH3:18])([CH3:17])[CH3:16])=[O:13])[CH2:10][CH:11]=2)[CH2:6][CH2:5][CH2:4]1)#[N:2]. (3) Given the product [CH2:1]([NH:3][C:4]([NH:5][C:6]1[S:7][C:8]2[C:14]([C:15]3[CH:20]=[C:19]([CH3:21])[CH:18]=[CH:17][N:16]=3)=[CH:13][C:12]([C:22]3[CH:27]=[N:26][C:25]([N:28]4[CH2:29][CH2:30][C:31]([CH3:39])([C:34]([OH:36])=[O:35])[CH2:32][CH2:33]4)=[N:24][CH:23]=3)=[CH:11][C:9]=2[N:10]=1)=[O:40])[CH3:2], predict the reactants needed to synthesize it. The reactants are: [CH2:1]([NH:3][C:4](=[O:40])[NH:5][C:6]1[S:7][C:8]2[C:14]([C:15]3[CH:20]=[C:19]([CH3:21])[CH:18]=[CH:17][N:16]=3)=[CH:13][C:12]([C:22]3[CH:23]=[N:24][C:25]([N:28]4[CH2:33][CH2:32][C:31]([CH3:39])([C:34]([O:36]CC)=[O:35])[CH2:30][CH2:29]4)=[N:26][CH:27]=3)=[CH:11][C:9]=2[N:10]=1)[CH3:2].[Li+].[OH-]. (4) Given the product [Br:30][C:31]1[CH:36]=[CH:35][C:34]([N:5]([CH2:6][C:7]2[CH:12]=[CH:11][C:10]([F:13])=[CH:9][C:8]=2[C:14]([F:16])([F:15])[F:17])[CH2:4][CH2:3][C:2]([F:1])([F:18])[F:19])=[C:33]([N+:38]([O-:40])=[O:39])[CH:32]=1, predict the reactants needed to synthesize it. The reactants are: [F:1][C:2]([F:19])([F:18])[CH2:3][CH2:4][NH:5][CH2:6][C:7]1[CH:12]=[CH:11][C:10]([F:13])=[CH:9][C:8]=1[C:14]([F:17])([F:16])[F:15].[Li+].C[Si]([N-][Si](C)(C)C)(C)C.[Br:30][C:31]1[CH:36]=[CH:35][C:34](F)=[C:33]([N+:38]([O-:40])=[O:39])[CH:32]=1. (5) The reactants are: [N+:1]([C:4]1[CH:9]=[C:8]([N+:10]([O-:12])=[O:11])[CH:7]=[CH:6][C:5]=1[S:13]Cl)([O-:3])=[O:2].[N+:15]([C:18]1[CH:23]=[C:22]([N+:24]([O-:26])=[O:25])[CH:21]=[CH:20][C:19]=1S[C:28]1[CH:33]=[CH:32][CH:31]=[CH:30][CH:29]=1)([O-:17])=[O:16].[C:34](OC(=O)C)(=[O:36])[CH3:35]. Given the product [N+:1]([C:4]1[CH:9]=[C:8]([N+:10]([O-:12])=[O:11])[CH:7]=[CH:6][C:5]=1[S:13][C:19]1[CH:20]=[CH:21][C:22]([N+:24]([O-:26])=[O:25])=[CH:23][C:18]=1[N+:15]([O-:17])=[O:16])([O-:3])=[O:2].[C:34]([C:28]1[CH:29]=[CH:30][CH:31]=[CH:32][CH:33]=1)(=[O:36])[CH3:35], predict the reactants needed to synthesize it. (6) Given the product [Cl:1][C:2]1[CH:3]=[C:4]([NH:8][C:9]2[N:14]=[CH:13][N:12]=[C:11]([C:15]3[CH:20]=[CH:19][N:18]=[C:17]([C:21](=[N:34][NH:33][CH2:35][CH2:36][C:37]#[N:38])[CH3:22])[CH:16]=3)[N:10]=2)[CH:5]=[CH:6][CH:7]=1, predict the reactants needed to synthesize it. The reactants are: [Cl:1][C:2]1[CH:3]=[C:4]([NH:8][C:9]2[N:14]=[CH:13][N:12]=[C:11]([C:15]3[CH:20]=[CH:19][N:18]=[C:17]([C:21](=O)[CH3:22])[CH:16]=3)[N:10]=2)[CH:5]=[CH:6][CH:7]=1.C(O)(=O)C.C([O-])(=O)C.[Na+].[NH:33]([CH2:35][CH2:36][C:37]#[N:38])[NH2:34]. (7) Given the product [CH2:1]([O:8][C:9]1[C:13]([CH:29]=[O:30])=[C:12]([CH:14]([CH3:15])[CH3:16])[N:11]([CH:17]([CH3:19])[CH3:18])[N:10]=1)[C:2]1[CH:3]=[CH:4][CH:5]=[CH:6][CH:7]=1, predict the reactants needed to synthesize it. The reactants are: [CH2:1]([O:8][C:9]1[CH:13]=[C:12]([CH:14]([CH3:16])[CH3:15])[N:11]([CH:17]([CH3:19])[CH3:18])[N:10]=1)[C:2]1[CH:7]=[CH:6][CH:5]=[CH:4][CH:3]=1.P(Cl)(Cl)(Cl)=O.[OH-].[Na+].CN(C)[CH:29]=[O:30].